Dataset: Full USPTO retrosynthesis dataset with 1.9M reactions from patents (1976-2016). Task: Predict the reactants needed to synthesize the given product. (1) Given the product [Br:1][C:2]1[CH:3]=[C:4]([C:8]([CH3:18])([CH3:17])[CH2:9][C:10]([OH:11])([C:13]([F:16])([F:15])[F:14])[CH2:12][N:23]2[C:24]3[C:29](=[CH:28][CH:27]=[CH:26][CH:25]=3)[C:20](=[O:19])[CH:21]=[CH:22]2)[CH:5]=[CH:6][CH:7]=1, predict the reactants needed to synthesize it. The reactants are: [Br:1][C:2]1[CH:3]=[C:4]([C:8]([CH3:18])([CH3:17])[CH2:9][C:10]2([C:13]([F:16])([F:15])[F:14])[CH2:12][O:11]2)[CH:5]=[CH:6][CH:7]=1.[OH:19][C:20]1[C:29]2[C:24](=[CH:25][CH:26]=[CH:27][CH:28]=2)[N:23]=[CH:22][CH:21]=1.[O-]CC.[Na+]. (2) Given the product [CH2:30]([NH:37][C:27]([C:22]1[C:23]2[C:18](=[C:17]([N+:14]([O-:16])=[O:15])[CH:26]=[CH:25][CH:24]=2)[CH:19]=[CH:20][CH:21]=1)=[O:29])[C:31]1[CH:36]=[CH:35][CH:34]=[CH:33][CH:32]=1, predict the reactants needed to synthesize it. The reactants are: C(N(CC)CC)C.ClC(OCC)=O.[N+:14]([C:17]1[CH:26]=[CH:25][CH:24]=[C:23]2[C:18]=1[CH:19]=[CH:20][CH:21]=[C:22]2[C:27]([OH:29])=O)([O-:16])=[O:15].[CH2:30]([NH2:37])[C:31]1[CH:36]=[CH:35][CH:34]=[CH:33][CH:32]=1. (3) Given the product [Cl:8][C:9]1[CH:14]=[CH:13][C:12]([C:15]2([OH:41])[CH2:16][CH2:17][CH:18]([CH2:21][N:23]3[CH2:28][CH2:27][CH2:26][CH:25]([CH2:29][O:30][C:31]4[CH:32]=[CH:33][C:34]([C:37]([F:38])([F:39])[F:40])=[CH:35][CH:36]=4)[CH2:24]3)[CH2:19][CH2:20]2)=[CH:11][CH:10]=1, predict the reactants needed to synthesize it. The reactants are: OS([O-])(=O)=O.[Na+].O.[Cl:8][C:9]1[CH:14]=[CH:13][C:12]([C:15]2([OH:41])[CH2:20][CH2:19][CH:18]([C:21]([N:23]3[CH2:28][CH2:27][CH2:26][CH:25]([CH2:29][O:30][C:31]4[CH:36]=[CH:35][C:34]([C:37]([F:40])([F:39])[F:38])=[CH:33][CH:32]=4)[CH2:24]3)=O)[CH2:17][CH2:16]2)=[CH:11][CH:10]=1.[H-].[Al+3].[Li+].[H-].[H-].[H-]. (4) Given the product [CH2:26]([C:19]1[C:18]2[CH:17]=[C:16]([CH3:33])[CH:15]=[C:14]([N:11]3[CH2:12][CH2:13][NH:8][CH2:9][CH2:10]3)[C:22]=2[O:21][C:20]=1[C:23]([NH2:24])=[O:25])[C:27]1[CH:32]=[CH:31][CH:30]=[CH:29][CH:28]=1, predict the reactants needed to synthesize it. The reactants are: C(OC([N:8]1[CH2:13][CH2:12][N:11]([C:14]2[C:22]3[O:21][C:20]([C:23](=[O:25])[NH2:24])=[C:19]([CH2:26][C:27]4[CH:32]=[CH:31][CH:30]=[CH:29][CH:28]=4)[C:18]=3[CH:17]=[C:16]([CH3:33])[CH:15]=2)[CH2:10][CH2:9]1)=O)(C)(C)C.Cl. (5) The reactants are: [F:1][C:2]([F:20])([F:19])[C:3]1[CH:8]=[CH:7][C:6]([C:9]2[CH:14]=[CH:13][C:12]([S:15](Cl)(=[O:17])=[O:16])=[CH:11][CH:10]=2)=[CH:5][CH:4]=1.Cl.[NH:22]1[C:26]([CH2:27][NH2:28])=[CH:25][N:24]=[N:23]1. Given the product [NH:22]1[C:26]([CH2:27][NH:28][S:15]([C:12]2[CH:13]=[CH:14][C:9]([C:6]3[CH:7]=[CH:8][C:3]([C:2]([F:20])([F:19])[F:1])=[CH:4][CH:5]=3)=[CH:10][CH:11]=2)(=[O:17])=[O:16])=[CH:25][N:24]=[N:23]1, predict the reactants needed to synthesize it.